Predict the product of the given reaction. From a dataset of Forward reaction prediction with 1.9M reactions from USPTO patents (1976-2016). (1) Given the reactants [CH3:1][O:2][C:3]1[CH:22]=[C:21]([O:23][CH3:24])[CH:20]=[CH:19][C:4]=1[CH2:5][NH:6][C:7]1[C:8]2[S:15][CH:14]=[C:13]([C:16](O)=[O:17])[C:9]=2[N:10]=[CH:11][N:12]=1.[NH2:25][C:26]1[C:27]([Cl:39])=[C:28]([NH:32][S:33]([CH2:36][CH2:37][CH3:38])(=[O:35])=[O:34])[CH:29]=[CH:30][CH:31]=1.CN(C(ON1N=NC2C=CC=NC1=2)=[N+](C)C)C.F[P-](F)(F)(F)(F)F.CCN(C(C)C)C(C)C, predict the reaction product. The product is: [Cl:39][C:27]1[C:28]([NH:32][S:33]([CH2:36][CH2:37][CH3:38])(=[O:35])=[O:34])=[CH:29][CH:30]=[CH:31][C:26]=1[NH:25][C:16]([C:13]1[C:9]2[N:10]=[CH:11][N:12]=[C:7]([NH:6][CH2:5][C:4]3[CH:19]=[CH:20][C:21]([O:23][CH3:24])=[CH:22][C:3]=3[O:2][CH3:1])[C:8]=2[S:15][CH:14]=1)=[O:17]. (2) Given the reactants [N+:1]([C:4]1[CH:27]=[CH:26][C:25]([N:28]2[CH2:33][CH2:32][CH2:31][CH2:30][CH2:29]2)=[CH:24][C:5]=1[C:6]([NH:8][C:9]1[N:13]=[CH:12][N:11]([C:14]2[CH:19]=[CH:18][CH:17]=[C:16]([C:20]([F:23])([F:22])[F:21])[CH:15]=2)[N:10]=1)=[O:7])([O-])=O, predict the reaction product. The product is: [NH2:1][C:4]1[CH:27]=[CH:26][C:25]([N:28]2[CH2:33][CH2:32][CH2:31][CH2:30][CH2:29]2)=[CH:24][C:5]=1[C:6]([NH:8][C:9]1[N:13]=[CH:12][N:11]([C:14]2[CH:19]=[CH:18][CH:17]=[C:16]([C:20]([F:23])([F:21])[F:22])[CH:15]=2)[N:10]=1)=[O:7].